This data is from Catalyst prediction with 721,799 reactions and 888 catalyst types from USPTO. The task is: Predict which catalyst facilitates the given reaction. Reactant: [S:1]1[CH:5]=[CH:4][CH:3]=[C:2]1[C:6]1[C:7](=[O:13])[NH:8][C:9](=[O:12])[NH:10][CH:11]=1.Br[CH2:15][CH2:16][CH2:17][Cl:18].C(=O)([O-])[O-].[K+].[K+]. Product: [Cl:18][CH2:17][CH2:16][CH2:15][N:10]1[CH:11]=[C:6]([C:2]2[S:1][CH:5]=[CH:4][CH:3]=2)[C:7](=[O:13])[NH:8][C:9]1=[O:12]. The catalyst class is: 18.